This data is from Peptide-MHC class II binding affinity with 134,281 pairs from IEDB. The task is: Regression. Given a peptide amino acid sequence and an MHC pseudo amino acid sequence, predict their binding affinity value. This is MHC class II binding data. (1) The peptide sequence is DCISIGPGSTGLNIT. The MHC is DRB1_0802 with pseudo-sequence DRB1_0802. The binding affinity (normalized) is 0.387. (2) The peptide sequence is TLWQRPFVTIKIGGQLKEAL. The MHC is HLA-DPA10301-DPB10402 with pseudo-sequence HLA-DPA10301-DPB10402. The binding affinity (normalized) is 0.464. (3) The peptide sequence is IRGTSATAAAIQLKC. The MHC is DRB1_1501 with pseudo-sequence DRB1_1501. The binding affinity (normalized) is 0.405. (4) The peptide sequence is NGPMAVSMTGVMRGN. The MHC is HLA-DQA10201-DQB10301 with pseudo-sequence HLA-DQA10201-DQB10301. The binding affinity (normalized) is 0.808. (5) The MHC is HLA-DPA10201-DPB10101 with pseudo-sequence HLA-DPA10201-DPB10101. The peptide sequence is DTRLMRLEDEMKEGR. The binding affinity (normalized) is 0.250. (6) The peptide sequence is FLIYITELLKKLQST. The MHC is HLA-DQA10102-DQB10602 with pseudo-sequence HLA-DQA10102-DQB10602. The binding affinity (normalized) is 0.197. (7) The peptide sequence is FDAFVAYHIGARIVS. The MHC is HLA-DPA10103-DPB10401 with pseudo-sequence HLA-DPA10103-DPB10401. The binding affinity (normalized) is 0.606. (8) The peptide sequence is GAMAKKGDEQKLRSA. The MHC is HLA-DPA10201-DPB11401 with pseudo-sequence HLA-DPA10201-DPB11401. The binding affinity (normalized) is 0.104. (9) The MHC is HLA-DPA10301-DPB10402 with pseudo-sequence HLA-DPA10301-DPB10402. The peptide sequence is LDYLRRMTVFLQGLM. The binding affinity (normalized) is 1.00. (10) The peptide sequence is KASNTILPLMALLTP. The MHC is HLA-DQA10501-DQB10303 with pseudo-sequence HLA-DQA10501-DQB10303. The binding affinity (normalized) is 0.683.